Dataset: Catalyst prediction with 721,799 reactions and 888 catalyst types from USPTO. Task: Predict which catalyst facilitates the given reaction. (1) Reactant: [CH3:1][O:2][C:3]1[CH:10]=[CH:9][C:8]([F:11])=[C:7]([F:12])[C:4]=1[CH:5]=O.Cl.[NH2:14][OH:15].C([O-])(=O)C.[Na+]. Product: [CH3:1][O:2][C:3]1[CH:10]=[CH:9][C:8]([F:11])=[C:7]([F:12])[C:4]=1[CH:5]=[N:14][OH:15]. The catalyst class is: 5. (2) Reactant: Br[C:2]1[C:3]([CH3:9])=[N:4][C:5]([CH3:8])=[CH:6][CH:7]=1.[C:10]([Cu])#[N:11]. Product: [CH3:9][C:3]1[N:4]=[C:5]([CH3:8])[CH:6]=[CH:7][C:2]=1[C:10]#[N:11]. The catalyst class is: 3. (3) Reactant: [Br:1][C:2]1[CH:7]=[CH:6][C:5]([OH:8])=[C:4]([C:9]([F:12])([F:11])[F:10])[CH:3]=1.C1(P(C2C=CC=CC=2)C2C=CC=CC=2)C=CC=CC=1.[N:32]1[CH:37]=[CH:36][C:35]([CH2:38]O)=[CH:34][CH:33]=1.N(C(OC(C)C)=O)=NC(OC(C)C)=O. The catalyst class is: 12. Product: [Br:1][C:2]1[CH:7]=[CH:6][C:5]([O:8][CH2:38][C:35]2[CH:36]=[CH:37][N:32]=[CH:33][CH:34]=2)=[C:4]([C:9]([F:10])([F:11])[F:12])[CH:3]=1. (4) Reactant: [F:1][C:2]1[CH:3]=[C:4]2[C:8](=[CH:9][CH:10]=1)[C:7](=[O:11])[CH2:6][CH2:5]2.C(OCC)C.[CH:17]1([Mg]Br)[CH2:19][CH2:18]1. Product: [CH:17]1([C:7]2([OH:11])[C:8]3[C:4](=[CH:3][C:2]([F:1])=[CH:10][CH:9]=3)[CH2:5][CH2:6]2)[CH2:19][CH2:18]1. The catalyst class is: 7.